Dataset: Catalyst prediction with 721,799 reactions and 888 catalyst types from USPTO. Task: Predict which catalyst facilitates the given reaction. (1) Reactant: [C:1]([O:6][C:7]12[CH2:16][CH:11]3[CH2:12][CH:13]([CH2:15][C:9]([OH:17])([CH2:10]3)[CH2:8]1)[CH2:14]2)(=[O:5])[C:2]([CH3:4])=[CH2:3].[F:18][C:19]([F:30])([F:29])[C:20](O[C:20](=[O:21])[C:19]([F:30])([F:29])[F:18])=[O:21].C1COCC1.C(=O)(O)[O-].[Na+]. Product: [C:1]([O:6][C:7]12[CH2:14][CH:13]3[CH2:12][CH:11]([CH2:10][C:9]([O:17][C:20](=[O:21])[C:19]([F:30])([F:29])[F:18])([CH2:15]3)[CH2:8]1)[CH2:16]2)(=[O:5])[C:2]([CH3:4])=[CH2:3]. The catalyst class is: 13. (2) Product: [F:12][C:9]([F:10])([F:11])[C:7]1[CH:6]=[C:5]([C@H:13]2[O:17][C:16](=[O:18])[N:15]([CH2:19][C:20]3[C:25]([C:26]4[CH:27]=[C:28]([C:34]5[C:43]([CH3:44])=[CH:42][C:37]([C:38]([OH:40])=[O:39])=[CH:36][C:35]=5[CH3:45])[CH:29]=[N:30][C:31]=4[O:32][CH3:33])=[CH:24][N:23]=[C:22]([N:46]4[CH2:49][CH:48]([F:50])[CH2:47]4)[N:21]=3)[C@H:14]2[CH3:51])[CH:4]=[C:3]([C:2]([F:53])([F:52])[F:1])[CH:8]=1. Reactant: [F:1][C:2]([F:53])([F:52])[C:3]1[CH:4]=[C:5]([C@H:13]2[O:17][C:16](=[O:18])[N:15]([CH2:19][C:20]3[C:25]([C:26]4[CH:27]=[C:28]([C:34]5[C:43]([CH3:44])=[CH:42][C:37]([C:38]([O:40]C)=[O:39])=[CH:36][C:35]=5[CH3:45])[CH:29]=[N:30][C:31]=4[O:32][CH3:33])=[CH:24][N:23]=[C:22]([N:46]4[CH2:49][CH:48]([F:50])[CH2:47]4)[N:21]=3)[C@H:14]2[CH3:51])[CH:6]=[C:7]([C:9]([F:12])([F:11])[F:10])[CH:8]=1.[OH-].[Li+]. The catalyst class is: 12.